This data is from Forward reaction prediction with 1.9M reactions from USPTO patents (1976-2016). The task is: Predict the product of the given reaction. (1) Given the reactants C([O:3][C:4](=[O:32])[CH2:5][N:6]1[C:14]2[C:9](=[CH:10][CH:11]=[C:12]([O:15][CH2:16][CH2:17][CH2:18][C:19]#[C:20][C:21]3[CH:26]=[CH:25][C:24]([O:27][C:28]([F:31])([F:30])[F:29])=[CH:23][CH:22]=3)[CH:13]=2)[CH:8]=[CH:7]1)C.[Li+].[OH-], predict the reaction product. The product is: [F:30][C:28]([F:29])([F:31])[O:27][C:24]1[CH:23]=[CH:22][C:21]([C:20]#[C:19][CH2:18][CH2:17][CH2:16][O:15][C:12]2[CH:13]=[C:14]3[C:9]([CH:8]=[CH:7][N:6]3[CH2:5][C:4]([OH:32])=[O:3])=[CH:10][CH:11]=2)=[CH:26][CH:25]=1. (2) Given the reactants [H-].[Na+].[Br:3][C:4]1[CH:9]=[CH:8][C:7]([OH:10])=[C:6]([C:11]([CH3:15])([CH3:14])[CH2:12]Cl)[CH:5]=1, predict the reaction product. The product is: [Br:3][C:4]1[CH:9]=[CH:8][C:7]2[O:10][CH2:12][C:11]([CH3:15])([CH3:14])[C:6]=2[CH:5]=1. (3) Given the reactants C(Cl)(C(Cl)=O)=O.CS(C)=O.[CH2:11]([N:18]([CH2:31][CH2:32][N:33]1[CH2:39][CH:38]([OH:40])[C:37]([CH:42]2[CH2:45][CH2:44][CH2:43]2)([OH:41])[C:36]2[CH:46]=[CH:47][CH:48]=[CH:49][C:35]=2[CH2:34]1)[S:19]([C:22]1[CH:27]=[CH:26][CH:25]=[CH:24][C:23]=1[N+:28]([O-:30])=[O:29])(=[O:21])=[O:20])[C:12]1[CH:17]=[CH:16][CH:15]=[CH:14][CH:13]=1.O, predict the reaction product. The product is: [CH2:11]([N:18]([CH2:31][CH2:32][N:33]1[CH2:39][C:38](=[O:40])[C:37]([CH:42]2[CH2:45][CH2:44][CH2:43]2)([OH:41])[C:36]2[CH:46]=[CH:47][CH:48]=[CH:49][C:35]=2[CH2:34]1)[S:19]([C:22]1[CH:27]=[CH:26][CH:25]=[CH:24][C:23]=1[N+:28]([O-:30])=[O:29])(=[O:21])=[O:20])[C:12]1[CH:17]=[CH:16][CH:15]=[CH:14][CH:13]=1. (4) Given the reactants [C:1]12([C:11]3[CH:16]=[CH:15][C:14]([OH:17])=[CH:13][CH:12]=3)[CH2:10][CH:5]3[CH2:6][CH:7]([CH2:9][CH:3]([CH2:4]3)[CH2:2]1)[CH2:8]2.C(=O)([O-])[O-].[K+].[K+].Br[C:25]([CH3:31])([CH3:30])[C:26]([O:28][CH3:29])=[O:27], predict the reaction product. The product is: [C:1]12([C:11]3[CH:12]=[CH:13][C:14]([O:17][C:25]([CH3:31])([CH3:30])[C:26]([O:28][CH3:29])=[O:27])=[CH:15][CH:16]=3)[CH2:8][CH:7]3[CH2:9][CH:3]([CH2:4][CH:5]([CH2:6]3)[CH2:10]1)[CH2:2]2. (5) Given the reactants [CH:1]1[C:13]2[CH:12]([CH2:14][O:15][C:16]([NH:18][C@@H:19]([C:23]([CH3:45])([S:25][C:26]([C:39]3[CH:44]=[CH:43][CH:42]=[CH:41][CH:40]=3)([C:33]3[CH:38]=[CH:37][CH:36]=[CH:35][CH:34]=3)[C:27]3[CH:32]=[CH:31][CH:30]=[CH:29][CH:28]=3)[CH3:24])[C:20]([OH:22])=O)=[O:17])[C:11]3[C:6](=[CH:7][CH:8]=[CH:9][CH:10]=3)[C:5]=2[CH:4]=[CH:3][CH:2]=1.C1C=CC2N(O)N=NC=2C=1.CCN(C(C)C)C(C)C.[NH2:65][CH2:66][CH2:67][CH2:68][CH2:69][CH2:70][OH:71], predict the reaction product. The product is: [OH:71][CH2:70][CH2:69][CH2:68][CH2:67][CH2:66][NH:65][C:20](=[O:22])[C@@H:19]([NH:18][C:16](=[O:17])[O:15][CH2:14][CH:12]1[C:13]2[CH:1]=[CH:2][CH:3]=[CH:4][C:5]=2[C:6]2[C:11]1=[CH:10][CH:9]=[CH:8][CH:7]=2)[C:23]([CH3:24])([S:25][C:26]([C:27]1[CH:28]=[CH:29][CH:30]=[CH:31][CH:32]=1)([C:39]1[CH:44]=[CH:43][CH:42]=[CH:41][CH:40]=1)[C:33]1[CH:34]=[CH:35][CH:36]=[CH:37][CH:38]=1)[CH3:45]. (6) The product is: [Br:1][C:13]1[CH:12]=[C:11]([C:15]#[N:16])[N:10]([CH3:9])[CH:14]=1. Given the reactants [Br:1]N1C(=O)CCC1=O.[CH3:9][N:10]1[CH:14]=[CH:13][CH:12]=[C:11]1[C:15]#[N:16], predict the reaction product. (7) Given the reactants [F:1][C:2]1[CH:7]=[CH:6][C:5]([CH:8]([C:32]2[CH:37]=[CH:36][C:35]([F:38])=[CH:34][CH:33]=2)[O:9][C:10]2[CH:19]=[CH:18][C:17]([NH:20][C:21]([NH:23][C:24]3[CH:29]=[CH:28][C:27]([S:30][CH3:31])=[CH:26][CH:25]=3)=[O:22])=[CH:16][C:11]=2[C:12]([O:14][CH3:15])=[O:13])=[CH:4][CH:3]=1.ClC1C=CC=C(C(O[O-])=[O:47])C=1, predict the reaction product. The product is: [F:1][C:2]1[CH:3]=[CH:4][C:5]([CH:8]([C:32]2[CH:33]=[CH:34][C:35]([F:38])=[CH:36][CH:37]=2)[O:9][C:10]2[CH:19]=[CH:18][C:17]([NH:20][C:21]([NH:23][C:24]3[CH:29]=[CH:28][C:27]([S:30]([CH3:31])=[O:47])=[CH:26][CH:25]=3)=[O:22])=[CH:16][C:11]=2[C:12]([O:14][CH3:15])=[O:13])=[CH:6][CH:7]=1.